From a dataset of Forward reaction prediction with 1.9M reactions from USPTO patents (1976-2016). Predict the product of the given reaction. (1) Given the reactants [F:1][C:2]([F:7])([F:6])[CH:3](O)O.[CH3:8][N+:9]([O-:11])=[O:10].C([O-])([O-])=O.[Na+].[Na+].O=P12OP3(OP(OP(O3)(O1)=O)(=O)O2)=O, predict the reaction product. The product is: [F:1][C:2]([F:7])([F:6])[CH:3]=[CH:8][N+:9]([O-:11])=[O:10]. (2) Given the reactants [CH:1]1([S:4]([NH2:7])(=[O:6])=[O:5])[CH2:3][CH2:2]1.C1(P(C2CCCCC2)C2C=CC=CC=2C2C(C(C)C)=CC(C(C)C)=CC=2C(C)C)CCCCC1.C(=O)([O-])[O-].[Cs+].[Cs+].C([O:50][C:51](=O)[C@H:52]([O:54][C:55]1[CH:60]=[C:59](Cl)[N:58]=[C:57]([S:62][CH2:63][C:64]2[CH:69]=[CH:68][CH:67]=[C:66]([F:70])[C:65]=2[F:71])[N:56]=1)[CH3:53])C, predict the reaction product. The product is: [F:71][C:65]1[C:66]([F:70])=[CH:67][CH:68]=[CH:69][C:64]=1[CH2:63][S:62][C:57]1[N:58]=[C:59]([NH:7][S:4]([CH:1]2[CH2:3][CH2:2]2)(=[O:6])=[O:5])[CH:60]=[C:55]([O:54][C@H:52]([CH3:53])[CH2:51][OH:50])[N:56]=1. (3) Given the reactants [CH3:1][O:2][C:3](=[O:17])[CH2:4][N:5]1[C:10](=[O:11])[C:9]2[CH:12]=[CH:13][N:14]=[CH:15][C:8]=2[NH:7][C:6]1=[O:16].[I-].[CH3:19][N:20]1[C:28]2[C:23](=[C:24]([CH3:29])[CH:25]=[CH:26][CH:27]=2)[C:22]([CH2:30][N+](C)(C)C)=[CH:21]1.C(=O)([O-])[O-].[K+].[K+].O, predict the reaction product. The product is: [CH3:1][O:2][C:3](=[O:17])[CH2:4][N:5]1[C:10](=[O:11])[C:9]2[CH:12]=[CH:13][N:14]=[CH:15][C:8]=2[N:7]([CH2:30][C:22]2[C:23]3[C:28](=[CH:27][CH:26]=[CH:25][C:24]=3[CH3:29])[N:20]([CH3:19])[CH:21]=2)[C:6]1=[O:16]. (4) Given the reactants [Cl:1][C:2]1[CH:7]=[CH:6][C:5]([C:8]2[NH:12][C:11]([CH3:13])=[N:10][N:9]=2)=[CH:4][C:3]=1[N+:14]([O-])=O.[Sn](Cl)(Cl)(Cl)Cl, predict the reaction product. The product is: [NH2:14][C:3]1[CH:4]=[C:5]([C:8]2[NH:12][C:11]([CH3:13])=[N:10][N:9]=2)[CH:6]=[CH:7][C:2]=1[Cl:1]. (5) Given the reactants P(C#N)(=O)(OCC)OCC.[CH3:11][O:12][C:13]1[CH:14]=[C:15]([CH:21]([S:24][CH3:25])[CH2:22][NH2:23])[CH:16]=[CH:17][C:18]=1[O:19][CH3:20].[N:26]1[CH:31]=[CH:30][CH:29]=[C:28](/[CH:32]=[CH:33]/[C:34](O)=[O:35])[CH:27]=1.C(=O)(O)[O-].[Na+], predict the reaction product. The product is: [CH3:11][O:12][C:13]1[CH:14]=[C:15]([CH:21]([S:24][CH3:25])[CH2:22][NH:23][C:34](=[O:35])/[CH:33]=[CH:32]/[C:28]2[CH:27]=[N:26][CH:31]=[CH:30][CH:29]=2)[CH:16]=[CH:17][C:18]=1[O:19][CH3:20]. (6) Given the reactants F[C:2]1[CH:27]=[CH:26][C:5]([O:6][C:7]2[CH:12]=[CH:11][C:10]([S:13]([N:16]([CH2:22][C:23]([OH:25])=[O:24])[CH2:17][C:18](=[O:21])[NH:19][OH:20])(=[O:15])=[O:14])=[CH:9][CH:8]=2)=[CH:4][CH:3]=1.[I:28]C1C=CC(OC2C=CC(S(N(CC(O)=O)CC(O)=O)(=O)=O)=CC=2)=CC=1, predict the reaction product. The product is: [I:28][C:2]1[CH:27]=[CH:26][C:5]([O:6][C:7]2[CH:12]=[CH:11][C:10]([S:13]([N:16]([CH2:22][C:23]([OH:25])=[O:24])[CH2:17][C:18](=[O:21])[NH:19][OH:20])(=[O:15])=[O:14])=[CH:9][CH:8]=2)=[CH:4][CH:3]=1.